Dataset: Catalyst prediction with 721,799 reactions and 888 catalyst types from USPTO. Task: Predict which catalyst facilitates the given reaction. (1) Product: [C:30]([CH2:29][CH2:28][N:27]([CH:24]1[CH2:26][CH2:25]1)[CH:5]1[CH2:6][CH2:7][C:2]([CH2:9][O:10][C:11]2[CH:16]=[CH:15][C:14]([S:17]([NH2:20])(=[O:19])=[O:18])=[CH:13][C:12]=2[N+:21]([O-:23])=[O:22])([F:1])[CH2:3][CH2:4]1)#[N:31]. Reactant: [F:1][C:2]1([CH2:9][O:10][C:11]2[CH:16]=[CH:15][C:14]([S:17]([NH2:20])(=[O:19])=[O:18])=[CH:13][C:12]=2[N+:21]([O-:23])=[O:22])[CH2:7][CH2:6][C:5](=O)[CH2:4][CH2:3]1.[CH:24]1([NH:27][CH2:28][CH2:29][C:30]#[N:31])[CH2:26][CH2:25]1.C(O[BH-](OC(=O)C)OC(=O)C)(=O)C.[Na+]. The catalyst class is: 4. (2) Product: [F:14][C:8]1[CH:7]=[C:6]2[C:11]([C:2]([NH:22][C:21]3[CH:23]=[C:24]([O:28][CH3:29])[C:25]([O:26][CH3:27])=[C:19]([O:18][CH3:17])[CH:20]=3)=[C:3]([C:15]#[N:16])[CH:4]=[N:5]2)=[CH:10][C:9]=1[O:12][CH3:13]. Reactant: Cl[C:2]1[C:11]2[C:6](=[CH:7][C:8]([F:14])=[C:9]([O:12][CH3:13])[CH:10]=2)[N:5]=[CH:4][C:3]=1[C:15]#[N:16].[CH3:17][O:18][C:19]1[CH:20]=[C:21]([CH:23]=[C:24]([O:28][CH3:29])[C:25]=1[O:26][CH3:27])[NH2:22].Cl.N1C=CC=CC=1.C(=O)(O)[O-].[Na+]. The catalyst class is: 486. (3) Reactant: [F:1][C:2]1[CH:3]=[C:4]([C:9]2([O:14][CH3:15])[CH2:13][CH2:12][NH:11][CH2:10]2)[CH:5]=[CH:6][C:7]=1[F:8].C(=O)([O-])[O-].[K+].[K+].I[CH:23]([CH2:25][CH3:26])[CH3:24]. Product: [CH:23]([N:11]1[CH2:12][CH2:13][C:9]([C:4]2[CH:5]=[CH:6][C:7]([F:8])=[C:2]([F:1])[CH:3]=2)([O:14][CH3:15])[CH2:10]1)([CH2:25][CH3:26])[CH3:24]. The catalyst class is: 10.